Dataset: Catalyst prediction with 721,799 reactions and 888 catalyst types from USPTO. Task: Predict which catalyst facilitates the given reaction. (1) Reactant: [C:1]1([C:7]2[CH:8]=[N:9][NH:10][C:11]=2[NH2:12])[CH:6]=[CH:5][CH:4]=[CH:3][CH:2]=1.[C:13]([CH:16]([CH2:21][C:22]([O:24][CH3:25])=[O:23])[C:17](OC)=[O:18])(=O)[CH3:14].O.C1(C)C=CC(S(O)(=O)=O)=CC=1. Product: [CH3:25][O:24][C:22](=[O:23])[CH2:21][C:16]1[CH:17]([OH:18])[N:10]2[N:9]=[CH:8][C:7]([C:1]3[CH:2]=[CH:3][CH:4]=[CH:5][CH:6]=3)=[C:11]2[NH:12][C:13]=1[CH3:14]. The catalyst class is: 113. (2) Reactant: [NH2:1][C:2]1[CH:7]=[CH:6][C:5]([CH:8]2[N:12]([C:13]3[CH:18]=[CH:17][C:16]([F:19])=[CH:15][CH:14]=3)[CH:11]([C:20]3[CH:25]=[CH:24][C:23]([C:26]4[N:27]=[C:28]([C@@H:31]5[CH2:35][CH2:34][CH2:33][N:32]5[C:36]([O:38][C:39]([CH3:42])([CH3:41])[CH3:40])=[O:37])[NH:29][CH:30]=4)=[CH:22][CH:21]=3)[CH2:10][CH2:9]2)=[CH:4][CH:3]=1.[C:43]([O:47][C:48]([N:50]1[CH2:54][CH2:53][CH2:52][C@H:51]1[C:55](O)=[O:56])=[O:49])([CH3:46])([CH3:45])[CH3:44].CN(C(ON1N=NC2C=CC=NC1=2)=[N+](C)C)C.F[P-](F)(F)(F)(F)F.CCN(C(C)C)C(C)C.C(=O)([O-])[O-].[K+].[K+]. Product: [C:39]([O:38][C:36]([N:32]1[CH2:33][CH2:34][CH2:35][C@H:31]1[C:28]1[NH:29][CH:30]=[C:26]([C:23]2[CH:24]=[CH:25][C:20]([CH:11]3[N:12]([C:13]4[CH:14]=[CH:15][C:16]([F:19])=[CH:17][CH:18]=4)[CH:8]([C:5]4[CH:6]=[CH:7][C:2]([NH:1][C:55]([C@@H:51]5[CH2:52][CH2:53][CH2:54][N:50]5[C:48]([O:47][C:43]([CH3:46])([CH3:45])[CH3:44])=[O:49])=[O:56])=[CH:3][CH:4]=4)[CH2:9][CH2:10]3)=[CH:21][CH:22]=2)[N:27]=1)=[O:37])([CH3:42])([CH3:41])[CH3:40]. The catalyst class is: 633. (3) Product: [NH2:31][C:28]1[CH:29]=[CH:30][C:2]([Cl:1])=[C:3]([CH:27]=1)[CH2:4][O:5][C:6]1[CH:7]=[C:8]2[C:13](=[CH:14][CH:15]=1)[C@H:12]([C:16]([O:18][CH3:19])=[O:17])[N:11]([C:20]([O:22][C:23]([CH3:24])([CH3:26])[CH3:25])=[O:21])[CH2:10][CH2:9]2. The catalyst class is: 5. Reactant: [Cl:1][C:2]1[CH:30]=[CH:29][C:28]([N+:31]([O-])=O)=[CH:27][C:3]=1[CH2:4][O:5][C:6]1[CH:7]=[C:8]2[C:13](=[CH:14][CH:15]=1)[C@H:12]([C:16]([O:18][CH3:19])=[O:17])[N:11]([C:20]([O:22][C:23]([CH3:26])([CH3:25])[CH3:24])=[O:21])[CH2:10][CH2:9]2.CN(C)N. (4) Reactant: [CH:1]1([CH2:6][C:7]([OH:9])=O)[CH2:5][CH2:4][CH2:3][CH2:2]1.ON1C2C=CC=CC=2N=N1.CN(C)CCCN=C=NCC.[C:31]([O:35][C:36]([N:38]1[CH2:44][CH2:43][CH2:42][NH:41][CH2:40][CH2:39]1)=[O:37])([CH3:34])([CH3:33])[CH3:32].CN(C1C=CC=CN=1)C. Product: [C:31]([O:35][C:36]([N:38]1[CH2:44][CH2:43][CH2:42][N:41]([C:7](=[O:9])[CH2:6][CH:1]2[CH2:2][CH2:3][CH2:4][CH2:5]2)[CH2:40][CH2:39]1)=[O:37])([CH3:34])([CH3:32])[CH3:33]. The catalyst class is: 35. (5) Reactant: [Cl:1][C:2]1[CH:7]=[CH:6][CH:5]=[C:4]([Cl:8])[C:3]=1[S:9][CH2:10][C:11]1[N:16]=[C:15](/[CH:17]=[CH:18]/[C:19](O)=[O:20])[C:14]([O:22][CH2:23][CH2:24][C:25]2[CH:30]=[CH:29][CH:28]=[CH:27][CH:26]=2)=[CH:13][CH:12]=1.[NH2:31][CH2:32][CH2:33][CH2:34][NH:35][C:36](=[O:42])[O:37][C:38]([CH3:41])([CH3:40])[CH3:39].CN(C(ON1N=NC2C=CC=CC1=2)=[N+](C)C)C.[B-](F)(F)(F)F.C(N(C(C)C)CC)(C)C. Product: [C:38]([O:37][C:36]([NH:35][CH2:34][CH2:33][CH2:32][NH:31][C:19](=[O:20])/[CH:18]=[CH:17]/[C:15]1[C:14]([O:22][CH2:23][CH2:24][C:25]2[CH:30]=[CH:29][CH:28]=[CH:27][CH:26]=2)=[CH:13][CH:12]=[C:11]([CH2:10][S:9][C:3]2[C:4]([Cl:8])=[CH:5][CH:6]=[CH:7][C:2]=2[Cl:1])[N:16]=1)=[O:42])([CH3:41])([CH3:40])[CH3:39]. The catalyst class is: 3.